This data is from Full USPTO retrosynthesis dataset with 1.9M reactions from patents (1976-2016). The task is: Predict the reactants needed to synthesize the given product. (1) Given the product [Si:21]([O:20][CH:17]1[CH2:18][CH2:19][CH:14]([NH:13][C:12]2[NH:8][N:9]=[CH:10][CH:11]=2)[CH2:15][CH2:16]1)([C:24]([CH3:27])([CH3:26])[CH3:25])([CH3:22])[CH3:23], predict the reactants needed to synthesize it. The reactants are: C([N:8]1[C:12]([NH:13][CH:14]2[CH2:19][CH2:18][CH:17]([O:20][Si:21]([C:24]([CH3:27])([CH3:26])[CH3:25])([CH3:23])[CH3:22])[CH2:16][CH2:15]2)=[CH:11][CH:10]=[N:9]1)C1C=CC=CC=1.C(O)(=O)C.C([O-])=O.[NH4+].C(OCC)(=O)C. (2) The reactants are: [BH4-].[Na+].[CH3:3][O:4][C:5]1[CH:12]=[CH:11][C:8]([CH:9]=[O:10])=[CH:7][C:6]=1[O:13][C:14]([F:17])([F:16])[F:15]. Given the product [CH3:3][O:4][C:5]1[CH:12]=[CH:11][C:8]([CH2:9][OH:10])=[CH:7][C:6]=1[O:13][C:14]([F:15])([F:16])[F:17], predict the reactants needed to synthesize it. (3) Given the product [OH:12][C:4]1[CH:3]=[C:2]([S:19][CH2:16][CH2:17][CH3:18])[CH:11]=[CH:10][C:5]=1[C:6]([O:8][CH3:9])=[O:7], predict the reactants needed to synthesize it. The reactants are: F[C:2]1[CH:11]=[CH:10][C:5]([C:6]([O:8][CH3:9])=[O:7])=[C:4]([O:12]COC)[CH:3]=1.[CH2:16]([S-:19])[CH2:17][CH3:18].[K+].